Dataset: Experimentally validated miRNA-target interactions with 360,000+ pairs, plus equal number of negative samples. Task: Binary Classification. Given a miRNA mature sequence and a target amino acid sequence, predict their likelihood of interaction. (1) The miRNA is hsa-miR-26b-5p with sequence UUCAAGUAAUUCAGGAUAGGU. The protein sequence of the target gene is MSIYFPIHCPDYLRSAKMTEVMMNTQPMEEIGLSPRKDGLSYQIFPDPSDFDRCCKLKDRLPSIVVEPTEGEVESGELRWPPEEFLVQEDEQDNCEETAKENKEQ. Result: 1 (interaction). (2) The miRNA is hsa-miR-6843-3p with sequence AUGGUCUCCUGUUCUCUGCAG. The protein sequence of the target gene is MSEDSEVVLQLPSAPVGAGGESLPELSPETATPEPPSSAAVSPGTEEPPGDTKKKIDILLKAVGDTPIMKTKKWAVERTRTIQGLIDFIKKFLKLVASEQLFIYVNQSFAPSPDQEVGTLYECFGSDGKLVLHYCKSQAWG. Result: 0 (no interaction).